This data is from Full USPTO retrosynthesis dataset with 1.9M reactions from patents (1976-2016). The task is: Predict the reactants needed to synthesize the given product. (1) Given the product [Si:18]([O:6][CH2:7][C@H:8]1[CH2:12][O:11][C:10](=[O:13])[NH:9]1)([C:14]([CH3:17])([CH3:16])[CH3:15])([C:25]1[CH:26]=[CH:27][CH:28]=[CH:29][CH:30]=1)[C:19]1[CH:24]=[CH:23][CH:22]=[CH:21][CH:20]=1, predict the reactants needed to synthesize it. The reactants are: N1C=CN=C1.[OH:6][CH2:7][C@H:8]1[CH2:12][O:11][C:10](=[O:13])[NH:9]1.[C:14]([Si:18](Cl)([C:25]1[CH:30]=[CH:29][CH:28]=[CH:27][CH:26]=1)[C:19]1[CH:24]=[CH:23][CH:22]=[CH:21][CH:20]=1)([CH3:17])([CH3:16])[CH3:15]. (2) Given the product [F:28][C:2]([F:1])([F:27])[CH2:3][O:4][C:5]1[CH:6]=[C:7]([C:11]2[N:12]=[C:13]([CH2:16][N:17]3[CH:21]=[C:20]([C:22]([OH:24])=[O:23])[CH:19]=[N:18]3)[S:14][CH:15]=2)[CH:8]=[CH:9][CH:10]=1, predict the reactants needed to synthesize it. The reactants are: [F:1][C:2]([F:28])([F:27])[CH2:3][O:4][C:5]1[CH:6]=[C:7]([C:11]2[N:12]=[C:13]([CH2:16][N:17]3[CH:21]=[C:20]([C:22]([O:24]CC)=[O:23])[CH:19]=[N:18]3)[S:14][CH:15]=2)[CH:8]=[CH:9][CH:10]=1.[OH-].[Na+].O. (3) Given the product [Cl:17][C:18]1[CH:19]=[C:20]2[C:21]([C:8]3[C:7](=[O:32])[C:6]4[CH:5]=[CH:4][C:3]([O:2][CH3:1])=[CH:12][C:11]=4[C:10]([CH3:14])([CH3:13])[C:9]=3[NH:25]2)=[CH:22][C:23]=1[CH3:24], predict the reactants needed to synthesize it. The reactants are: [CH3:1][O:2][C:3]1[CH:12]=[C:11]2[C:6]([CH2:7][CH2:8][C:9](=O)[C:10]2([CH3:14])[CH3:13])=[CH:5][CH:4]=1.Cl.[Cl:17][C:18]1[CH:19]=[C:20]([NH:25]N)[CH:21]=[CH:22][C:23]=1[CH3:24].C(C1C(=O)C(Cl)=C(Cl)C(=[O:32])C=1C#N)#N. (4) Given the product [Cl:9][C:10]1[C:15]([F:16])=[C:14]([Cl:17])[CH:13]=[CH:12][N:11]=1, predict the reactants needed to synthesize it. The reactants are: C([N-]C(C)C)(C)C.[Li+].[Cl:9][C:10]1[C:15]([F:16])=[CH:14][CH:13]=[CH:12][N:11]=1.[Cl:17]C(Cl)(Cl)C(Cl)(Cl)Cl.